Dataset: Full USPTO retrosynthesis dataset with 1.9M reactions from patents (1976-2016). Task: Predict the reactants needed to synthesize the given product. (1) Given the product [CH3:3][C:2](=[CH:4][CH2:5][CH2:6][C:7](=[CH:9][CH:10]=[O:11])[CH3:8])[CH3:1], predict the reactants needed to synthesize it. The reactants are: [CH3:1][C:2](=[CH:4][CH2:5][CH2:6][CH:7]([CH2:9][CH:10]=[O:11])[CH3:8])[CH3:3].C(O)[C@H]1O[C@@H]2O[C@H]3[C@H](O)[C@@H](O)[C@@H](O[C@H]4[C@H](O)[C@@H](O)[C@@H](O[C@H]5[C@H](O)[C@@H](O)[C@@H](O[C@H]6[C@H](O)[C@@H](O)[C@@H](O[C@H]7[C@H](O)[C@@H](O)[C@@H](O[C@H]8[C@H](O)[C@@H](O)[C@@H](O[C@H]1[C@H](O)[C@H]2O)O[C@@H]8CO)O[C@@H]7CO)O[C@@H]6CO)O[C@@H]5CO)O[C@@H]4CO)O[C@@H]3CO. (2) Given the product [Cl:1][C:2]1[CH:19]=[CH:18][CH:17]=[CH:16][C:3]=1[CH2:4][O:5][C:6]1[CH:14]=[CH:13][C:12]([F:15])=[CH:11][C:7]=1[CH2:8][OH:9], predict the reactants needed to synthesize it. The reactants are: [Cl:1][C:2]1[CH:19]=[CH:18][CH:17]=[CH:16][C:3]=1[CH2:4][O:5][C:6]1[CH:14]=[CH:13][C:12]([F:15])=[CH:11][C:7]=1[C:8](O)=[O:9].